Dataset: Full USPTO retrosynthesis dataset with 1.9M reactions from patents (1976-2016). Task: Predict the reactants needed to synthesize the given product. (1) Given the product [CH2:1]([N:8]1[CH2:13][CH2:12][CH:11]([O:14][C:49]2[CH:50]=[C:51]([CH:56]=[CH:57][CH:58]=2)[C:52]([O:54][CH3:55])=[O:53])[CH2:10][CH2:9]1)[C:2]1[CH:3]=[CH:4][CH:5]=[CH:6][CH:7]=1, predict the reactants needed to synthesize it. The reactants are: [CH2:1]([N:8]1[CH2:13][CH2:12][CH:11]([OH:14])[CH2:10][CH2:9]1)[C:2]1[CH:7]=[CH:6][CH:5]=[CH:4][CH:3]=1.C1(P(C2C=CC=CC=2)C2C=CC=CC=2)C=CC=CC=1.N(C(OC(C)C)=O)=NC(OC(C)C)=O.O[C:49]1[CH:50]=[C:51]([CH:56]=[CH:57][CH:58]=1)[C:52]([O:54][CH3:55])=[O:53].Cl. (2) Given the product [CH2:1]([C@H:27]1[N:31]([C:32]([O:34][CH2:35][C:36]2[CH:41]=[CH:40][CH:39]=[CH:38][CH:37]=2)=[O:33])[C@H:30]([C:42]([O:44][C:45]([CH3:48])([CH3:46])[CH3:47])=[O:43])[CH2:29][CH2:28]1)[CH3:2], predict the reactants needed to synthesize it. The reactants are: [CH2:1]([Li])[CH3:2].C1C=CC=CC=1.C1CCCCC1.B(F)(F)F.CCOCC.CO[CH:27]1[N:31]([C:32]([O:34][CH2:35][C:36]2[CH:41]=[CH:40][CH:39]=[CH:38][CH:37]=2)=[O:33])[C@H:30]([C:42]([O:44][C:45]([CH3:48])([CH3:47])[CH3:46])=[O:43])[CH2:29][CH2:28]1.[Cl-].[NH4+]. (3) Given the product [C:1]([N:4]1[CH2:10][C@H:9]([C:11]2[CH:16]=[CH:15][CH:14]=[C:13]([F:17])[C:12]=2[F:18])[CH2:8][CH2:7][C@@H:6]([NH:19][C:20](=[O:26])[O:21][C:22]([CH3:23])([CH3:24])[CH3:25])[CH:5]1[CH2:27][NH2:28])(=[O:3])[CH3:2], predict the reactants needed to synthesize it. The reactants are: [C:1]([N:4]1[CH2:10][C@H:9]([C:11]2[CH:16]=[CH:15][CH:14]=[C:13]([F:17])[C:12]=2[F:18])[CH2:8][CH2:7][C@@H:6]([NH:19][C:20](=[O:26])[O:21][C:22]([CH3:25])([CH3:24])[CH3:23])[CH:5]1[C:27]#[N:28])(=[O:3])[CH3:2]. (4) Given the product [C:3]([OH:6])(=[O:5])[CH3:4].[OH:11][C@H:12]1[CH2:29][CH2:28][C@:27]2([CH3:30])[C@H:14]([C:15](=[O:33])[CH2:16][C@H:17]3[C@H:26]2[CH2:25][CH2:24][C@:22]2([CH3:23])[C@@H:18]3[CH2:19][C:20](=[O:32])[CH2:21]2)[CH2:13]1, predict the reactants needed to synthesize it. The reactants are: II.[C:3]([OH:6])(=[O:5])[CH3:4].C(O)(=O)C.[OH:11][C@H:12]1[CH2:29][CH2:28][C@:27]2([CH3:30])[C@H:14]([C:15](=[O:33])[CH2:16][C@H:17]3[C@H:26]2[CH2:25][CH2:24][C@:22]2([CH3:23])[C@@H:18]3[CH2:19][C:20](=[O:32])[C@H:21]2O)[CH2:13]1.C([O-])([O-])=O.[Na+].[Na+]. (5) Given the product [F:21][C:22]([F:35])([F:36])[C:23]1[CH:24]=[C:25]([CH:28]=[C:29]([C:31]([F:34])([F:32])[F:33])[CH:30]=1)[CH2:26][N:14]1[C@H:13]([CH3:18])[C@@H:12]([C:3]2[CH:4]=[C:5]([C:8]([F:9])([F:10])[F:11])[CH:6]=[CH:7][C:2]=2[I:1])[O:16][C:15]1=[O:17], predict the reactants needed to synthesize it. The reactants are: [I:1][C:2]1[CH:7]=[CH:6][C:5]([C:8]([F:11])([F:10])[F:9])=[CH:4][C:3]=1[C@H:12]1[O:16][C:15](=[O:17])[NH:14][C@@H:13]1[CH3:18].[H-].[Na+].[F:21][C:22]([F:36])([F:35])[C:23]1[CH:24]=[C:25]([CH:28]=[C:29]([C:31]([F:34])([F:33])[F:32])[CH:30]=1)[CH2:26]Br. (6) Given the product [Cl:21][C:15]1[CH:16]=[C:17]([Cl:20])[CH:18]=[CH:19][C:14]=1[C:13]1[C:7]2[O:6][CH:5]([CH2:4][NH2:1])[O:9][C:8]=2[CH:10]=[C:11]([F:22])[CH:12]=1, predict the reactants needed to synthesize it. The reactants are: [N:1]([CH2:4][CH:5]1[O:9][C:8]2[CH:10]=[C:11]([F:22])[CH:12]=[C:13]([C:14]3[CH:19]=[CH:18][C:17]([Cl:20])=[CH:16][C:15]=3[Cl:21])[C:7]=2[O:6]1)=[N+]=[N-].C1(P(C2C=CC=CC=2)C2C=CC=CC=2)C=CC=CC=1.O.Cl.